The task is: Predict the reaction yield, written as a fraction of the theoretical maximum amount of product (1.0 means a 100% yield; for example, 0.34 means a 34% yield).. This data is from Reaction yield outcomes from USPTO patents with 853,638 reactions. (1) The reactants are [O:1]=[C:2]1[CH2:6][CH2:5][C@H:4](/[CH:7]=[CH:8]/[C:9](=[O:20])[CH2:10][CH2:11][CH2:12][CH2:13][C:14]2[CH:19]=[CH:18][CH:17]=[CH:16][CH:15]=2)[N:3]1[CH2:21][CH2:22][CH2:23][CH2:24][CH2:25][CH2:26][C:27]([O:29][CH3:30])=[O:28].[CH3:31]C(CCCC1C=CC=CC=1)C(=O)CP(=O)(OC)OC. The catalyst is C(OCC)(=O)C.CCCCCCC. The product is [CH3:31][CH:10]([CH2:11][CH2:12][CH2:13][C:14]1[CH:15]=[CH:16][CH:17]=[CH:18][CH:19]=1)[C:9](=[O:20])/[CH:8]=[CH:7]/[C@H:4]1[CH2:5][CH2:6][C:2](=[O:1])[N:3]1[CH2:21][CH2:22][CH2:23][CH2:24][CH2:25][CH2:26][C:27]([O:29][CH3:30])=[O:28]. The yield is 0.560. (2) The reactants are [CH:1](O)=[O:2].C(OC(=O)C)(=O)C.[CH:11]1([CH2:16][C@H:17]([CH2:21][NH:22][O:23][CH2:24][C:25]2[CH:30]=[CH:29][CH:28]=[CH:27][CH:26]=2)[C:18]([OH:20])=[O:19])[CH2:15][CH2:14][CH2:13][CH2:12]1. The catalyst is C(Cl)Cl. The product is [CH:11]1([CH2:16][C@H:17]([CH2:21][N:22]([CH:1]=[O:2])[O:23][CH2:24][C:25]2[CH:30]=[CH:29][CH:28]=[CH:27][CH:26]=2)[C:18]([OH:20])=[O:19])[CH2:12][CH2:13][CH2:14][CH2:15]1. The yield is 1.00.